This data is from Full USPTO retrosynthesis dataset with 1.9M reactions from patents (1976-2016). The task is: Predict the reactants needed to synthesize the given product. (1) Given the product [Cl:3][C:4]1[N:5]=[C:6]([N:13]2[C:21]3[C:16](=[CH:17][CH:18]=[C:19]([O:22][CH2:23][C:24]([OH:26])=[O:25])[CH:20]=3)[CH2:15][CH2:14]2)[C:7]2[CH2:12][S:11][CH2:10][C:8]=2[N:9]=1, predict the reactants needed to synthesize it. The reactants are: [OH-].[Na+].[Cl:3][C:4]1[N:5]=[C:6]([N:13]2[C:21]3[C:16](=[CH:17][CH:18]=[C:19]([O:22][CH2:23][C:24]([O:26]CC)=[O:25])[CH:20]=3)[CH2:15][CH2:14]2)[C:7]2[CH2:12][S:11][CH2:10][C:8]=2[N:9]=1. (2) Given the product [F:19][C:20]([F:25])([F:24])[C:21]([OH:23])=[O:22].[NH2:7][C@H:8]1[CH2:9][CH2:10][C@H:11]([O:14][CH2:15][C:16]#[N:17])[CH2:12][CH2:13]1, predict the reactants needed to synthesize it. The reactants are: C(OC(=O)[NH:7][C@H:8]1[CH2:13][CH2:12][C@H:11]([O:14][CH2:15][C:16]#[N:17])[CH2:10][CH2:9]1)(C)(C)C.[F:19][C:20]([F:25])([F:24])[C:21]([OH:23])=[O:22]. (3) Given the product [Cl:1][C:2]1[CH:20]=[CH:19][C:5]([O:6][CH2:7][C:8]2[CH:9]=[CH:10][C:11]([C:12]([OH:14])=[O:13])=[CH:17][CH:18]=2)=[CH:4][C:3]=1[C:21]([F:22])([F:23])[F:24], predict the reactants needed to synthesize it. The reactants are: [Cl:1][C:2]1[CH:20]=[CH:19][C:5]([O:6][CH2:7][C:8]2[CH:18]=[CH:17][C:11]([C:12]([O:14]CC)=[O:13])=[CH:10][CH:9]=2)=[CH:4][C:3]=1[C:21]([F:24])([F:23])[F:22].O.[OH-].[Na+]. (4) Given the product [CH2:28]([CH:27]([C:26](=[O:30])[C:24]1[CH:23]=[CH:22][C:20]2[N:21]=[C:17]([C:11]3[CH:16]=[CH:15][CH:14]=[CH:13][CH:12]=3)[O:18][C:19]=2[CH:25]=1)[CH2:34][C:33]([OH:36])=[O:32])[CH3:29], predict the reactants needed to synthesize it. The reactants are: C[Si]([N-][Si](C)(C)C)(C)C.[K+].[C:11]1([C:17]2[O:18][C:19]3[CH:25]=[C:24]([C:26](=[O:30])[CH2:27][CH2:28][CH3:29])[CH:23]=[CH:22][C:20]=3[N:21]=2)[CH:16]=[CH:15][CH:14]=[CH:13][CH:12]=1.C[O:32][C:33](=[O:36])[CH2:34]Br.Cl. (5) Given the product [Br:1][C:2]1[C:3]([F:12])=[C:4]2[C:10]([NH:11][C:16](=[O:17])[C:15]3[CH:19]=[CH:20][CH:21]=[N:22][C:14]=3[CH3:13])=[CH:9][NH:8][C:5]2=[N:6][CH:7]=1, predict the reactants needed to synthesize it. The reactants are: [Br:1][C:2]1[C:3]([F:12])=[C:4]2[C:10]([NH2:11])=[CH:9][NH:8][C:5]2=[N:6][CH:7]=1.[CH3:13][C:14]1[N:22]=[CH:21][CH:20]=[CH:19][C:15]=1[C:16](O)=[O:17].O=C1N(P(Cl)(N2CCOC2=O)=O)CCO1.C(N(CC)CC)C.[Li+].[OH-]. (6) Given the product [Cl:1][C:2]1[CH:3]=[CH:4][C:5]([C:8]2[CH:13]=[CH:12][C:11]([C:14](=[O:20])[CH2:15][CH2:16][C:17]([OH:19])=[O:18])=[CH:10][CH:9]=2)=[CH:6][CH:7]=1, predict the reactants needed to synthesize it. The reactants are: [Cl:1][C:2]1[CH:7]=[CH:6][C:5]([C:8]2[CH:13]=[CH:12][CH:11]=[CH:10][CH:9]=2)=[CH:4][CH:3]=1.[C:14]1(=[O:20])[O:19][C:17](=[O:18])[CH2:16][CH2:15]1.[Cl-].[Al+3].[Cl-].[Cl-]. (7) Given the product [NH2:3][C:4]1[C:13]([N+:14]([O-:16])=[O:15])=[CH:12][CH:11]=[C:10]([NH:2][CH3:1])[C:5]=1[C:6]([O:8][CH3:9])=[O:7], predict the reactants needed to synthesize it. The reactants are: [CH3:1][NH2:2].[NH2:3][C:4]1[C:13]([N+:14]([O-:16])=[O:15])=[CH:12][CH:11]=[C:10](F)[C:5]=1[C:6]([O:8][CH3:9])=[O:7].